Dataset: Full USPTO retrosynthesis dataset with 1.9M reactions from patents (1976-2016). Task: Predict the reactants needed to synthesize the given product. (1) Given the product [N+:18]([C:14]1[CH:15]=[CH:16][CH:17]=[C:12](/[CH:10]=[CH:9]/[C:6]2[CH:7]=[CH:8][C:3]([O:2][CH3:1])=[CH:4][CH:5]=2)[CH:13]=1)([O-:20])=[O:19], predict the reactants needed to synthesize it. The reactants are: [CH3:1][O:2][C:3]1[CH:8]=[CH:7][C:6]([CH:9]=[CH2:10])=[CH:5][CH:4]=1.Br[C:12]1[CH:17]=[CH:16][CH:15]=[C:14]([N+:18]([O-:20])=[O:19])[CH:13]=1.CC([O-])=O.[Na+].C1C=CC(P(C2C=CC=CC=2)C2C=CC=CC=2)=CC=1. (2) Given the product [OH:1][C:2]1[C:11]2[C:6](=[CH:7][CH:8]=[CH:9][CH:10]=2)[C:5]([C:12]([O:14][CH3:20])=[O:13])=[CH:4][CH:3]=1, predict the reactants needed to synthesize it. The reactants are: [OH:1][C:2]1[C:11]2[C:6](=[CH:7][CH:8]=[CH:9][CH:10]=2)[C:5]([C:12]([OH:14])=[O:13])=[CH:4][CH:3]=1.S(=O)(=O)(O)O.[CH3:20]O. (3) Given the product [S:22]1[CH:23]=[CH:24][N:25]=[C:21]1[C:9]1[CH:10]=[C:11]2[C:15](=[CH:16][CH:17]=1)[C:14](=[O:18])[CH2:13][CH2:12]2, predict the reactants needed to synthesize it. The reactants are: CC1(C)C(C)(C)OB([C:9]2[CH:10]=[C:11]3[C:15](=[CH:16][CH:17]=2)[C:14](=[O:18])[CH2:13][CH2:12]3)O1.Br[C:21]1[S:22][CH:23]=[CH:24][N:25]=1. (4) Given the product [OH:38][CH2:37][CH2:36][N:32]1[CH2:31][CH2:30][CH:29]([N:3]2[C:2](=[O:1])[C:7]([CH2:8][C:9]3[CH:10]=[CH:11][C:12]([C:15]4[C:16]([C:21]#[N:22])=[CH:17][CH:18]=[CH:19][CH:20]=4)=[CH:13][CH:14]=3)=[C:6]([CH2:23][CH2:24][CH3:25])[N:5]3[N:26]=[CH:27][N:28]=[C:4]23)[CH2:34][CH2:33]1, predict the reactants needed to synthesize it. The reactants are: [O:1]=[C:2]1[C:7]([CH2:8][C:9]2[CH:14]=[CH:13][C:12]([C:15]3[C:16]([C:21]#[N:22])=[CH:17][CH:18]=[CH:19][CH:20]=3)=[CH:11][CH:10]=2)=[C:6]([CH2:23][CH2:24][CH3:25])[N:5]2[N:26]=[CH:27][N:28]=[C:4]2[N:3]1[CH:29]1[CH2:34][CH2:33][NH:32][CH2:31][CH2:30]1.Br[CH2:36][CH2:37][OH:38].C(=O)([O-])[O-].[Na+].[Na+].C(O)C. (5) Given the product [CH2:16]([O:23][CH2:24][CH2:25][C@H:26]([NH:30][C:31](=[O:32])[O:33][C:34]([CH3:36])([CH3:35])[CH3:37])[C:27](=[O:28])[NH:1][N:2]1[CH:6]=[CH:5][CH:4]=[C:3]1[C:7](=[O:8])[NH:9][C:10]1[CH:15]=[CH:14][CH:13]=[CH:12][CH:11]=1)[C:17]1[CH:18]=[CH:19][CH:20]=[CH:21][CH:22]=1, predict the reactants needed to synthesize it. The reactants are: [NH2:1][N:2]1[CH:6]=[CH:5][CH:4]=[C:3]1[C:7]([NH:9][C:10]1[CH:15]=[CH:14][CH:13]=[CH:12][CH:11]=1)=[O:8].[CH2:16]([O:23][CH2:24][CH2:25][C@H:26]([NH:30][C:31]([O:33][C:34]([CH3:37])([CH3:36])[CH3:35])=[O:32])[C:27](O)=[O:28])[C:17]1[CH:22]=[CH:21][CH:20]=[CH:19][CH:18]=1.